From a dataset of NCI-60 drug combinations with 297,098 pairs across 59 cell lines. Regression. Given two drug SMILES strings and cell line genomic features, predict the synergy score measuring deviation from expected non-interaction effect. (1) Drug 1: CN1CCC(CC1)COC2=C(C=C3C(=C2)N=CN=C3NC4=C(C=C(C=C4)Br)F)OC. Drug 2: CN(CC1=CN=C2C(=N1)C(=NC(=N2)N)N)C3=CC=C(C=C3)C(=O)NC(CCC(=O)O)C(=O)O. Cell line: K-562. Synergy scores: CSS=49.8, Synergy_ZIP=-2.20, Synergy_Bliss=-5.47, Synergy_Loewe=-10.2, Synergy_HSA=-3.79. (2) Drug 1: C1CC(C1)(C(=O)O)C(=O)O.[NH2-].[NH2-].[Pt+2]. Drug 2: CN(CCCl)CCCl.Cl. Cell line: T-47D. Synergy scores: CSS=33.1, Synergy_ZIP=-8.73, Synergy_Bliss=-0.196, Synergy_Loewe=-19.2, Synergy_HSA=-0.910. (3) Drug 1: CC(CN1CC(=O)NC(=O)C1)N2CC(=O)NC(=O)C2. Drug 2: C1C(C(OC1N2C=NC3=C2NC=NCC3O)CO)O. Cell line: TK-10. Synergy scores: CSS=7.74, Synergy_ZIP=-4.45, Synergy_Bliss=-0.883, Synergy_Loewe=0.341, Synergy_HSA=0.340. (4) Drug 1: CC1C(C(CC(O1)OC2CC(CC3=C2C(=C4C(=C3O)C(=O)C5=C(C4=O)C(=CC=C5)OC)O)(C(=O)CO)O)N)O.Cl. Drug 2: C(CN)CNCCSP(=O)(O)O. Cell line: NCIH23. Synergy scores: CSS=3.94, Synergy_ZIP=-2.32, Synergy_Bliss=-2.32, Synergy_Loewe=1.21, Synergy_HSA=-5.16.